Dataset: Forward reaction prediction with 1.9M reactions from USPTO patents (1976-2016). Task: Predict the product of the given reaction. (1) Given the reactants [CH3:1][N:2]([CH2:4][C:5]1[N:10]=[C:9]([C:11]([F:14])([F:13])[F:12])[N:8]=[C:7]([C:15]([OH:17])=O)[CH:6]=1)[CH3:3].C(N(CC)CC)C.F[P-](F)(F)(F)(F)F.C[N+](C)=C(N(C)C)ON1C2N=CC=CC=2N=N1.[NH:49]1[CH2:54][CH2:53][CH:52]([N:55]2[CH2:58][C:57]([CH2:81][C:82]#[N:83])([N:59]3[CH:63]=[C:62]([C:64]4[C:65]5[CH:72]=[CH:71][N:70](COCC[Si](C)(C)C)[C:66]=5[N:67]=[CH:68][N:69]=4)[CH:61]=[N:60]3)[CH2:56]2)[CH2:51][CH2:50]1, predict the reaction product. The product is: [CH3:3][N:2]([CH2:4][C:5]1[N:10]=[C:9]([C:11]([F:12])([F:13])[F:14])[N:8]=[C:7]([C:15]([N:49]2[CH2:50][CH2:51][CH:52]([N:55]3[CH2:56][C:57]([CH2:81][C:82]#[N:83])([N:59]4[CH:63]=[C:62]([C:64]5[C:65]6[CH:72]=[CH:71][NH:70][C:66]=6[N:67]=[CH:68][N:69]=5)[CH:61]=[N:60]4)[CH2:58]3)[CH2:53][CH2:54]2)=[O:17])[CH:6]=1)[CH3:1]. (2) Given the reactants Cl[C:2]1[N:18]=[C:5]2[C:6]([C:10]3[C:11]([O:16][CH3:17])=[N:12][CH:13]=[CH:14][CH:15]=3)=[CH:7][CH:8]=[CH:9][N:4]2[N:3]=1.[C:19]([O:23][C:24]([N:26]1[CH2:31][CH2:30][CH:29]([C:32]2[CH:37]=[CH:36][C:35]([NH2:38])=[CH:34][CH:33]=2)[CH2:28][CH2:27]1)=[O:25])([CH3:22])([CH3:21])[CH3:20].C1(P(C2CCCCC2)C2C=CC=CC=2C2C=CC=CC=2P(C2CCCCC2)C2CCCCC2)CCCCC1, predict the reaction product. The product is: [C:19]([O:23][C:24]([N:26]1[CH2:31][CH2:30][CH:29]([C:32]2[CH:37]=[CH:36][C:35]([NH:38][C:2]3[N:18]=[C:5]4[C:6]([C:10]5[C:11]([O:16][CH3:17])=[N:12][CH:13]=[CH:14][CH:15]=5)=[CH:7][CH:8]=[CH:9][N:4]4[N:3]=3)=[CH:34][CH:33]=2)[CH2:28][CH2:27]1)=[O:25])([CH3:22])([CH3:20])[CH3:21]. (3) Given the reactants [NH2:1][C:2]1[CH:7]=[CH:6][CH:5]=[CH:4][C:3]=1[NH:8][C:9]1[N:14]=[C:13]([N:15]2[CH2:20][CH2:19][N:18]([C:21]([NH:23][C:24]3[CH:29]=[CH:28][CH:27]=[C:26]([C:30]([F:33])([F:32])[F:31])[CH:25]=3)=[O:22])[CH2:17][CH2:16]2)[C:12]([Cl:34])=[CH:11][N:10]=1.[C:35](Cl)(=[O:38])[CH:36]=[CH2:37].CCN(C(C)C)C(C)C, predict the reaction product. The product is: [C:35]([NH:1][C:2]1[CH:7]=[CH:6][CH:5]=[CH:4][C:3]=1[NH:8][C:9]1[N:14]=[C:13]([N:15]2[CH2:16][CH2:17][N:18]([C:21]([NH:23][C:24]3[CH:29]=[CH:28][CH:27]=[C:26]([C:30]([F:33])([F:32])[F:31])[CH:25]=3)=[O:22])[CH2:19][CH2:20]2)[C:12]([Cl:34])=[CH:11][N:10]=1)(=[O:38])[CH:36]=[CH2:37]. (4) Given the reactants [CH3:1][O:2][C:3]1[N:8]=[CH:7][C:6]([C:9]2[C:10]([CH3:32])=[C:11]([CH:28]=[CH:29][C:30]=2[CH3:31])[CH2:12][NH:13][C:14]2[CH:27]=[CH:26][C:17]3[C@H:18]([CH2:21][C:22]([O:24]C)=[O:23])[CH2:19][O:20][C:16]=3[CH:15]=2)=[CH:5][CH:4]=1.[OH-].[Na+], predict the reaction product. The product is: [CH3:1][O:2][C:3]1[N:8]=[CH:7][C:6]([C:9]2[C:10]([CH3:32])=[C:11]([CH:28]=[CH:29][C:30]=2[CH3:31])[CH2:12][NH:13][C:14]2[CH:27]=[CH:26][C:17]3[C@H:18]([CH2:21][C:22]([OH:24])=[O:23])[CH2:19][O:20][C:16]=3[CH:15]=2)=[CH:5][CH:4]=1. (5) Given the reactants [NH2:1][CH2:2][C:3]1([CH2:9][NH2:10])[CH2:8][CH2:7][CH2:6][CH2:5][CH2:4]1.OO.[O-]Cl.[Na+], predict the reaction product. The product is: [CH2:2]1[C:3]2([CH2:8][CH2:7][CH2:6][CH2:5][CH2:4]2)[CH2:9][N:10]=[N:1]1. (6) Given the reactants [F:1][C:2]1[CH:7]=[CH:6][C:5]([CH:8]2[CH2:13][C:12](=[O:14])[CH2:11][CH2:10][N:9]2C(OCC2C=CC=CC=2)=O)=[CH:4][CH:3]=1, predict the reaction product. The product is: [F:1][C:2]1[CH:7]=[CH:6][C:5]([CH:8]2[CH2:13][C:12](=[O:14])[CH2:11][CH2:10][NH:9]2)=[CH:4][CH:3]=1. (7) Given the reactants [Br:1][C:2]1[CH:3]=[N:4][N:5]2[CH:10]=[CH:9][C:8]([N:11]3[CH2:16][CH2:15][N:14]([C:17]([O:19][C:20]4[CH:25]=[CH:24]C([N+]([O-])=O)=C[CH:21]=4)=[O:18])[CH2:13][CH2:12]3)=[N:7][C:6]=12.[O:29]1CC[C@H](O)C1.[H-].[Na+], predict the reaction product. The product is: [Br:1][C:2]1[CH:3]=[N:4][N:5]2[CH:10]=[CH:9][C:8]([N:11]3[CH2:16][CH2:15][N:14]([C:17]([O:19][C@H:20]4[CH2:25][CH2:24][O:29][CH2:21]4)=[O:18])[CH2:13][CH2:12]3)=[N:7][C:6]=12. (8) Given the reactants [C:1]1([CH:7]([C:29]2[CH:34]=[CH:33][CH:32]=[CH:31][CH:30]=2)[N:8]2[C:16]3[C:11](=[CH:12][CH:13]=[CH:14][CH:15]=3)[CH:10]([C:17]3[CH:26]=[CH:25][C:20]4[O:21][CH2:22][CH2:23][O:24][C:19]=4[C:18]=3[OH:27])[C:9]2=[O:28])[CH:6]=[CH:5][CH:4]=[CH:3][CH:2]=1.[C:35]1(C(C2C=CC=CC=2)N2C3C(=CC=CC=3)C(C3C=C(C)C(OC)=CC=3O)C2=O)C=CC=CC=1, predict the reaction product. The product is: [C:29]1([CH:7]([C:1]2[CH:2]=[CH:3][CH:4]=[CH:5][CH:6]=2)[N:8]2[C:16]3[C:11](=[CH:12][CH:13]=[CH:14][CH:15]=3)[C:10]3([C:17]4[CH:26]=[CH:25][C:20]5[O:21][CH2:22][CH2:23][O:24][C:19]=5[C:18]=4[O:27][CH2:35]3)[C:9]2=[O:28])[CH:30]=[CH:31][CH:32]=[CH:33][CH:34]=1. (9) Given the reactants [F:1][C:2]1[CH:7]=[C:6](B2OC(C)(C)C(C)(C)O2)[CH:5]=[CH:4][C:3]=1[C:17]1[N:18]=[CH:19][C:20]([NH2:23])=[N:21][CH:22]=1.Br[C:25]1[CH:33]=[CH:32][CH:31]=[CH:30][C:26]=1[C:27]([OH:29])=[O:28], predict the reaction product. The product is: [NH2:23][C:20]1[N:21]=[CH:22][C:17]([C:3]2[CH:4]=[CH:5][C:6]([C:25]3[C:26]([C:27]([OH:29])=[O:28])=[CH:30][CH:31]=[CH:32][CH:33]=3)=[CH:7][C:2]=2[F:1])=[N:18][CH:19]=1. (10) Given the reactants [NH2:1][C:2]1[CH:7]=[CH:6][N:5]=[C:4](Cl)[CH:3]=1.[O:9]1[C:14]2[CH:15]=[CH:16][C:17]([NH2:19])=[CH:18][C:13]=2[O:12][CH2:11][CH2:10]1, predict the reaction product. The product is: [O:9]1[C:14]2[CH:15]=[CH:16][C:17]([NH:19][C:4]3[CH:3]=[C:2]([NH2:1])[CH:7]=[CH:6][N:5]=3)=[CH:18][C:13]=2[O:12][CH2:11][CH2:10]1.